This data is from Full USPTO retrosynthesis dataset with 1.9M reactions from patents (1976-2016). The task is: Predict the reactants needed to synthesize the given product. Given the product [Cl:1][C:2]1[C:7]([CH:8]([C:10]2[CH:11]=[CH:12][CH:13]=[CH:14][CH:15]=2)[OH:9])=[CH:6][N:5]=[C:4]2[N:16]([C:19]3[CH:20]=[CH:21][CH:22]=[CH:23][CH:24]=3)[N:17]=[CH:18][C:3]=12, predict the reactants needed to synthesize it. The reactants are: [Cl:1][C:2]1[C:7]([C:8]([C:10]2[CH:15]=[CH:14][CH:13]=[CH:12][CH:11]=2)=[O:9])=[CH:6][N:5]=[C:4]2[N:16]([C:19]3[CH:24]=[CH:23][CH:22]=[CH:21][CH:20]=3)[N:17]=[CH:18][C:3]=12.[BH4-].[Na+].[Cl-].[NH4+].